This data is from Full USPTO retrosynthesis dataset with 1.9M reactions from patents (1976-2016). The task is: Predict the reactants needed to synthesize the given product. (1) The reactants are: [C:1]([C@@H:4]([NH:12][C:13]([C:15]1[S:31][C:18]2=[N:19][C:20]3[CH2:21][CH2:22][CH:23]([C:27]([CH3:30])([CH3:29])[CH3:28])[CH2:24][C:25]=3[CH:26]=[C:17]2[CH:16]=1)=[O:14])[CH2:5][C:6]1[CH:11]=[CH:10][CH:9]=[CH:8][CH:7]=1)(=O)[NH2:2].CC[N+](S(N=C(OC)[O-])(=O)=O)(CC)CC. Given the product [C:1]([C@@H:4]([NH:12][C:13]([C:15]1[S:31][C:18]2=[N:19][C:20]3[CH2:21][CH2:22][CH:23]([C:27]([CH3:29])([CH3:28])[CH3:30])[CH2:24][C:25]=3[CH:26]=[C:17]2[CH:16]=1)=[O:14])[CH2:5][C:6]1[CH:11]=[CH:10][CH:9]=[CH:8][CH:7]=1)#[N:2], predict the reactants needed to synthesize it. (2) Given the product [C:33]([CH:31]1[CH2:32][N:29]([C:22](=[O:23])[C:21]([OH:27])([CH3:26])[C:20]#[C:19][C:9]2[C:10]([F:18])=[CH:11][C:12]3[O:13][CH2:14][CH2:15][N:16]4[C:6](=[N:5][C:4]([C:1]([NH2:2])=[O:3])=[CH:17]4)[C:7]=3[CH:8]=2)[CH2:30]1)#[N:34], predict the reactants needed to synthesize it. The reactants are: [C:1]([C:4]1[N:5]=[C:6]2[N:16]([CH:17]=1)[CH2:15][CH2:14][O:13][C:12]1[CH:11]=[C:10]([F:18])[C:9]([C:19]#[C:20][C:21]([OH:27])([CH3:26])[C:22](OC)=[O:23])=[CH:8][C:7]2=1)(=[O:3])[NH2:2].Cl.[NH:29]1[CH2:32][CH:31]([C:33]#[N:34])[CH2:30]1.C(N(CC)CC)C. (3) Given the product [OH:23][CH:20]1[CH2:21][CH2:22][CH:17]([CH2:16][C@H:2]([NH:1][C:36](=[O:37])[O:35][C:32]([CH3:34])([CH3:33])[CH3:31])[CH2:3][N:4]([CH3:15])[C:5]([O:6][CH2:7][C:8]2[CH:9]=[CH:10][CH:11]=[CH:12][CH:13]=2)=[O:14])[CH2:18][CH2:19]1, predict the reactants needed to synthesize it. The reactants are: [NH2:1][C@@H:2]([CH2:16][CH:17]1[CH2:22][CH2:21][CH:20]([OH:23])[CH2:19][CH2:18]1)[CH2:3][N:4]([CH3:15])[C:5](=[O:14])[O:6][CH2:7][C:8]1[CH:13]=[CH:12][CH:11]=[CH:10][CH:9]=1.CCN(CC)CC.[CH3:31][C:32]([O:35][C:36](O[C:36]([O:35][C:32]([CH3:34])([CH3:33])[CH3:31])=[O:37])=[O:37])([CH3:34])[CH3:33]. (4) Given the product [CH2:1]([O:3][C:4]([C:6]1[CH:7]=[C:8]2[N:13]([C:14]=1[C:15]1[CH:16]=[N:17][C:18]([CH3:21])=[CH:19][CH:20]=1)[CH:12]=[CH:11][C:10]([CH2:22][O:23][S:25]([CH3:24])(=[O:27])=[O:26])=[CH:9]2)=[O:5])[CH3:2], predict the reactants needed to synthesize it. The reactants are: [CH2:1]([O:3][C:4]([C:6]1[CH:7]=[C:8]2[N:13]([C:14]=1[C:15]1[CH:16]=[N:17][C:18]([CH3:21])=[CH:19][CH:20]=1)[CH:12]=[CH:11][C:10]([CH2:22][OH:23])=[CH:9]2)=[O:5])[CH3:2].[CH3:24][S:25](Cl)(=[O:27])=[O:26]. (5) Given the product [CH3:44][O:43][C:41]([C:40]1[CH:39]=[CH:38][C:37]([C:4]2[CH:5]=[CH:6][C:7]([CH:8]([CH3:25])[C:9]([OH:24])([C:14]3[CH:23]=[CH:22][CH:21]=[C:16]4[C:15]=3[CH:20]=[CH:19][N:18]=[CH:17]4)[C:10]([F:12])([F:13])[F:11])=[C:2]([Cl:1])[CH:3]=2)=[CH:36][C:35]=1[F:34])=[O:42], predict the reactants needed to synthesize it. The reactants are: [Cl:1][C:2]1[CH:3]=[C:4](OS(C(F)(F)F)(=O)=O)[CH:5]=[CH:6][C:7]=1[CH:8]([CH3:25])[C:9]([OH:24])([C:14]1[CH:23]=[CH:22][CH:21]=[C:20]2[C:15]=1[CH:16]=[CH:17][N:18]=[CH:19]2)[C:10]([F:13])([F:12])[F:11].[F:34][C:35]1[CH:36]=[C:37](B(O)O)[CH:38]=[CH:39][C:40]=1[C:41]([O:43][CH3:44])=[O:42].O.C(=O)([O-])[O-].[Na+].[Na+]. (6) Given the product [CH:1]1([CH2:6][CH:7]([C:17]2[CH:18]=[CH:19][C:20]([NH:23][S:24]([CH3:27])(=[O:26])=[O:25])=[CH:21][CH:22]=2)[C:8]2[NH:16][C:11]3=[N:12][CH:13]=[CH:14][CH:15]=[C:10]3[CH:9]=2)[CH2:5][CH2:4][CH2:3][CH2:2]1, predict the reactants needed to synthesize it. The reactants are: [CH:1]1([CH:6]=[C:7]([C:17]2[CH:22]=[CH:21][C:20]([NH:23][S:24]([CH3:27])(=[O:26])=[O:25])=[CH:19][CH:18]=2)[C:8]2[NH:16][C:11]3=[N:12][CH:13]=[CH:14][CH:15]=[C:10]3[CH:9]=2)[CH2:5][CH2:4][CH2:3][CH2:2]1.